Dataset: Experimentally validated miRNA-target interactions with 360,000+ pairs, plus equal number of negative samples. Task: Binary Classification. Given a miRNA mature sequence and a target amino acid sequence, predict their likelihood of interaction. (1) The miRNA is hsa-miR-4696 with sequence UGCAAGACGGAUACUGUCAUCU. The protein sequence of the target gene is MGAQLSTLSHVVLSPVWFIYSLFMKLFQRSTPAITLENPDIKYPLRLIDKEVISPDTRRFRFALPSPQHILGLPIGQHIYLSTRIDGNLVIRPYTPVSSDDDKGFVDLVVKVYFKDTHPKFPAGGKMSQYLENMKIGDTIEFRGPNGLLVYQGKGKFAIRADKKSNPVVRTVKSVGMIAGGTGITPMLQVIRAVLKDPNDHTVCYLLFANQSEKDILLRPELEELRNEHSARFKLWYTVDKAPDAWDYSQGFVNEEMIRDHLPTPGEEPLILMCGPPPMIQFACLPNLERVGHPKERCFT.... Result: 0 (no interaction). (2) The miRNA is hsa-miR-5700 with sequence UAAUGCAUUAAAUUAUUGAAGG. The protein sequence of the target gene is MDTPPLSESDSESDACLASDQELQDAFSRGLLKPGLNVVLEKPKKAVNDVSGLKQCLAEFRRDLEWVERLDVTLGPVPEVSETQPTPQNQDQKKGVNPEDDFQREMSFYRQAQAAVLAVLPRLHQLQVPTKRPTDYFAEMAKSDQQMQKIRQKLQTKQAAMEKSEKAKQLRALRKYGKKVQTEVLQKRQREKAHMMNAIKKYQKGFSDKLDFLEGDQKPVERSAKAGGKGQQMSKGPNAKRRYKNQKFGFGGKKKGSKWNTKESYDDVSSFRAKVAHGKGSRRPGKKGANKRPGKRARQK.... Result: 0 (no interaction). (3) The miRNA is hsa-miR-6753-3p with sequence UGGUCUGUCUCUGCCCUGGCAC. The protein sequence of the target gene is MVSWKGIYFILFLFAGSFFGSIFMLGPILPLMFINLSWYRWISSRLVATWLTLPVALLETMFGVRVVITGDAFVPGERSVIIMNHRTRVDWMFLWNCLMRYSYLRVEKICLKSSLKSVPGFGWAMQVAAFIFIHRKWKDDKSHFEDMIDYFCAIHEPLQLLIFPEGTDLTENNKARSNDFAEKNGLQKYEYVLHPRTTGFTFVVDRLREGKNLDAVHDITVAYPYNIPQTEKHLLLGDFPKEIHFHVQRYPADSLPTSKEDLQLWCHRRWEEKEERLRSFYQGEKNFHFTGQSTVPPCKS.... Result: 0 (no interaction). (4) The miRNA is hsa-miR-3913-3p with sequence AGACAUCAAGAUCAGUCCCAAA. The protein sequence of the target gene is MAYIQLEPLNEGFLSRISDVLLCGWTCQHCCQRCYESSCCQSSEDEVEILGPFPAQTPPWLMASRSNDKDGDSVHTASDVPLTPRTNSPDGRRSSSDTSKSTYSLTRRISSLDSRRPSSPLIDIKPIEFGVLSAKKEPIQPSVLRRTYTPDDYFRKFEPRLYSLDSNLDDVDSLTDEEIMSKYQLGMLHFSTQYDLLHNHLTVRVIEARDLPPPISHDGSRQDMAHSNPYVKICLLPDQKNSKQTGVKRKTQKPVFEERYTFEIPFLEAQRRTLLLTVVDFDKFSRHCVIGKVAVPLCEV.... Result: 0 (no interaction).